This data is from Forward reaction prediction with 1.9M reactions from USPTO patents (1976-2016). The task is: Predict the product of the given reaction. (1) Given the reactants [CH2:1]([O:3][CH2:4][C:5](=[N:9][NH:10][C:11]1[CH:16]=[CH:15][C:14]([C:17]([F:20])([F:19])[F:18])=[CH:13][CH:12]=1)[C:6]([OH:8])=O)[CH3:2].[NH2:21][CH2:22][C:23]1[CH:24]=[CH:25][C:26]([Cl:29])=[N:27][CH:28]=1.Cl.CN(C)CCCN=C=NCC, predict the reaction product. The product is: [Cl:29][C:26]1[N:27]=[CH:28][C:23]([CH2:22][NH:21][C:6](=[O:8])[C:5](=[N:9][NH:10][C:11]2[CH:16]=[CH:15][C:14]([C:17]([F:20])([F:19])[F:18])=[CH:13][CH:12]=2)[CH2:4][O:3][CH2:1][CH3:2])=[CH:24][CH:25]=1. (2) Given the reactants [C:1]1([C:7]2[C:16]([C:17]3[CH:22]=[CH:21][CH:20]=[CH:19][CH:18]=3)=[N:15][C:14]3[C:9](=[CH:10][CH:11]=[CH:12][C:13]=3[NH:23][C:24]3[CH:29]=[CH:28][C:27]([N+:30]([O-])=O)=[CH:26][CH:25]=3)[N:8]=2)[CH:6]=[CH:5][CH:4]=[CH:3][CH:2]=1, predict the reaction product. The product is: [C:1]1([C:7]2[C:16]([C:17]3[CH:22]=[CH:21][CH:20]=[CH:19][CH:18]=3)=[N:15][C:14]3[C:9](=[CH:10][CH:11]=[CH:12][C:13]=3[NH:23][C:24]3[CH:25]=[CH:26][C:27]([NH2:30])=[CH:28][CH:29]=3)[N:8]=2)[CH:2]=[CH:3][CH:4]=[CH:5][CH:6]=1. (3) Given the reactants Cl[C:2]1[C:7]2[C:8](=[O:20])[N:9]([C:13]3[CH:18]=[CH:17][C:16]([I:19])=[CH:15][CH:14]=3)[CH2:10][CH2:11][O:12][C:6]=2[N:5]=[CH:4][N:3]=1.CO.C(Cl)(Cl)Cl.[NH3:27], predict the reaction product. The product is: [NH2:27][C:2]1[C:7]2[C:8](=[O:20])[N:9]([C:13]3[CH:18]=[CH:17][C:16]([I:19])=[CH:15][CH:14]=3)[CH2:10][CH2:11][O:12][C:6]=2[N:5]=[CH:4][N:3]=1. (4) Given the reactants I([O-])(=O)(=O)=O.[Na+].[C:7]([C:9]1[CH:14]=[CH:13][C:12]([CH2:15][CH2:16][N:17]2[CH2:22][CH2:21][C:20]([CH2:24][S:25][C:26]3[CH:35]=[CH:34][C:29]([C:30]([O:32][CH3:33])=[O:31])=[CH:28][CH:27]=3)([OH:23])[CH2:19][CH2:18]2)=[CH:11][CH:10]=1)#[N:8].C(=O)([O-])[O-:37].[K+].[K+].C(OCC)(=O)C, predict the reaction product. The product is: [C:7]([C:9]1[CH:10]=[CH:11][C:12]([CH2:15][CH2:16][N:17]2[CH2:18][CH2:19][C:20]([CH2:24][S:25]([C:26]3[CH:27]=[CH:28][C:29]([C:30]([O:32][CH3:33])=[O:31])=[CH:34][CH:35]=3)=[O:37])([OH:23])[CH2:21][CH2:22]2)=[CH:13][CH:14]=1)#[N:8]. (5) Given the reactants [F:1][C:2]1[CH:3]=[N:4][C:5]([NH:8][C:9]2[S:10][C:11]3[CH2:17][CH2:16][N:15]([CH2:18][C:19]4[CH:24]=[CH:23][CH:22]=[CH:21][N:20]=4)[C:14]4=[N:25][N:26](CC5C=CC(OC)=CC=5)[CH:27]=[C:13]4[C:12]=3[N:37]=2)=[N:6][CH:7]=1, predict the reaction product. The product is: [F:1][C:2]1[CH:7]=[N:6][C:5]([NH:8][C:9]2[S:10][C:11]3[CH2:17][CH2:16][N:15]([CH2:18][C:19]4[CH:24]=[CH:23][CH:22]=[CH:21][N:20]=4)[C:14]4=[N:25][NH:26][CH:27]=[C:13]4[C:12]=3[N:37]=2)=[N:4][CH:3]=1. (6) Given the reactants Cl.[NH2:2][CH2:3][C:4]([O:6][CH3:7])=[O:5].Cl[C:9]1[C:14]([N+:15]([O-:17])=[O:16])=[C:13]([CH3:18])[CH:12]=[CH:11][N:10]=1.C(N(CC)CC)C, predict the reaction product. The product is: [CH3:18][C:13]1[CH:12]=[CH:11][N:10]=[C:9]([NH:2][CH2:3][C:4]([O:6][CH3:7])=[O:5])[C:14]=1[N+:15]([O-:17])=[O:16]. (7) Given the reactants [CH3:1][S:2](Cl)(=[O:4])=[O:3].[C:6]([O:9][CH2:10][CH:11]1[CH2:15][C:14]2[C:16]3[C:23]([C:24]([O:26][CH3:27])=[O:25])=[C:22]([C:28]4[CH:33]=[CH:32][C:31]([F:34])=[CH:30][CH:29]=4)[O:21][C:17]=3[CH:18]=[C:19]([NH2:20])[C:13]=2[O:12]1)(=[O:8])[CH3:7].CCN(CC)CC, predict the reaction product. The product is: [C:6]([O:9][CH2:10][CH:11]1[CH2:15][C:14]2[C:16]3[C:23]([C:24]([O:26][CH3:27])=[O:25])=[C:22]([C:28]4[CH:33]=[CH:32][C:31]([F:34])=[CH:30][CH:29]=4)[O:21][C:17]=3[CH:18]=[C:19]([NH:20][S:2]([CH3:1])(=[O:4])=[O:3])[C:13]=2[O:12]1)(=[O:8])[CH3:7].